Dataset: Full USPTO retrosynthesis dataset with 1.9M reactions from patents (1976-2016). Task: Predict the reactants needed to synthesize the given product. (1) The reactants are: [CH2:1]([O:3][C:4]([C:6]1([C:9]2[CH:14]=[CH:13][C:12]([C:15]3[CH:20]=[CH:19][C:18]([C:21]4[O:25][N:24]=[C:23]([CH3:26])[C:22]=4[NH2:27])=[CH:17][CH:16]=3)=[CH:11][CH:10]=2)[CH2:8][CH2:7]1)=[O:5])[CH3:2].Br[C:29]1[CH:34]=[CH:33][CH:32]=[C:31]([O:35][CH3:36])[N:30]=1. Given the product [CH2:1]([O:3][C:4]([C:6]1([C:9]2[CH:10]=[CH:11][C:12]([C:15]3[CH:20]=[CH:19][C:18]([C:21]4[O:25][N:24]=[C:23]([CH3:26])[C:22]=4[NH:27][C:29]4[CH:34]=[CH:33][CH:32]=[C:31]([O:35][CH3:36])[N:30]=4)=[CH:17][CH:16]=3)=[CH:13][CH:14]=2)[CH2:8][CH2:7]1)=[O:5])[CH3:2], predict the reactants needed to synthesize it. (2) Given the product [CH3:1][O:2][C:3]1[C:4]2[O:10][C:13]3([CH2:19][CH2:18][CH2:17][CH2:16][CH2:15][CH2:14]3)[O:6][C:5]=2[CH:7]=[CH:8][CH:9]=1, predict the reactants needed to synthesize it. The reactants are: [CH3:1][O:2][C:3]1[CH:9]=[CH:8][CH:7]=[C:5]([OH:6])[C:4]=1[OH:10].CO[C:13]1(OC)[CH2:19][CH2:18][CH2:17][CH2:16][CH2:15][CH2:14]1.